From a dataset of Aqueous solubility values for 9,982 compounds from the AqSolDB database. Regression/Classification. Given a drug SMILES string, predict its absorption, distribution, metabolism, or excretion properties. Task type varies by dataset: regression for continuous measurements (e.g., permeability, clearance, half-life) or binary classification for categorical outcomes (e.g., BBB penetration, CYP inhibition). For this dataset (solubility_aqsoldb), we predict Y. (1) The molecule is CCN(OC(=O)c1ccccc1)C(=O)c1c(OC)ccc(Cl)c1OC. The Y is -4.08 log mol/L. (2) The drug is CC(C)(C)NC(=O)c1cc(N2CC2)c([N+](=O)[O-])cc1[N+](=O)[O-]. The Y is -3.17 log mol/L. (3) The drug is CCCCC[C@H]1CCC(=O)O1. The Y is -1.86 log mol/L. (4) The compound is C1CCCCC1. The Y is -3.10 log mol/L.